This data is from Catalyst prediction with 721,799 reactions and 888 catalyst types from USPTO. The task is: Predict which catalyst facilitates the given reaction. Reactant: [CH2:1]([N:8]1[C:16]2[C:11](=[CH:12][C:13]([NH:17][C:18]3[C:19]([C:27]([O:29]C)=[O:28])=[N:20][C:21]([CH:24]4[CH2:26][CH2:25]4)=[CH:22][N:23]=3)=[CH:14][CH:15]=2)[CH:10]=[CH:9]1)[C:2]1[CH:7]=[CH:6][CH:5]=[CH:4][CH:3]=1.[OH-].[Na+].O.Cl. Product: [CH2:1]([N:8]1[C:16]2[C:11](=[CH:12][C:13]([NH:17][C:18]3[C:19]([C:27]([OH:29])=[O:28])=[N:20][C:21]([CH:24]4[CH2:25][CH2:26]4)=[CH:22][N:23]=3)=[CH:14][CH:15]=2)[CH:10]=[CH:9]1)[C:2]1[CH:7]=[CH:6][CH:5]=[CH:4][CH:3]=1. The catalyst class is: 199.